Dataset: Forward reaction prediction with 1.9M reactions from USPTO patents (1976-2016). Task: Predict the product of the given reaction. (1) Given the reactants [NH2:1][CH2:2][CH2:3][NH:4][C:5](=[O:31])[CH2:6][C@@H:7]1[N:13]=[C:12]([C:14]2[CH:19]=[CH:18][C:17]([Cl:20])=[CH:16][CH:15]=2)[C:11]2[CH:21]=[C:22]([O:25][CH3:26])[CH:23]=[CH:24][C:10]=2[N:9]2[C:27]([CH3:30])=[N:28][N:29]=[C:8]12.[OH:32][C:33]1[CH:34]=[C:35]([CH:41]=[CH:42][C:43]=1[OH:44])[CH:36]=[CH:37][C:38](O)=[O:39].CCN=C=NCCCN(C)C.C1C=CC2N(O)N=NC=2C=1.C(N(CC)CC)C, predict the reaction product. The product is: [Cl:20][C:17]1[CH:16]=[CH:15][C:14]([C:12]2[C:11]3[CH:21]=[C:22]([O:25][CH3:26])[CH:23]=[CH:24][C:10]=3[N:9]3[C:27]([CH3:30])=[N:28][N:29]=[C:8]3[C@H:7]([CH2:6][C:5]([NH:4][CH2:3][CH2:2][NH:1][C:38](=[O:39])/[CH:37]=[CH:36]/[C:35]3[CH:41]=[CH:42][C:43]([OH:44])=[C:33]([OH:32])[CH:34]=3)=[O:31])[N:13]=2)=[CH:19][CH:18]=1. (2) Given the reactants [NH2:1][C:2]1[CH:7]=[CH:6][CH:5]=[CH:4][C:3]=1[NH-:8].[O:9]=[C:10]1[C:22]2[CH:21]=[CH:20][CH:19]=[C:18]([C:23](O)=O)[C:17]=2[C:16]2[C:11]1=[CH:12][CH:13]=[CH:14][CH:15]=2, predict the reaction product. The product is: [NH:1]1[C:2]2[CH:7]=[CH:6][CH:5]=[CH:4][C:3]=2[N:8]=[C:23]1[C:18]1[C:17]2[C:16]3[C:11](=[CH:12][CH:13]=[CH:14][CH:15]=3)[C:10](=[O:9])[C:22]=2[CH:21]=[CH:20][CH:19]=1.